Dataset: Full USPTO retrosynthesis dataset with 1.9M reactions from patents (1976-2016). Task: Predict the reactants needed to synthesize the given product. The reactants are: [S-:1][C:2]#[N:3].[K+].[NH2:5][C:6]1[CH:7]=[CH:8][C:9]([O:12][C:13]2[CH:14]=[C:15]([NH:21][C:22](=[O:34])[C:23]3[CH:28]=[CH:27][CH:26]=[C:25]([C:29]([C:32]#[N:33])([CH3:31])[CH3:30])[CH:24]=3)[CH:16]=[CH:17][C:18]=2[O:19][CH3:20])=[N:10][CH:11]=1.BrBr. Given the product [NH2:3][C:2]1[S:1][C:11]2[C:6]([N:5]=1)=[CH:7][CH:8]=[C:9]([O:12][C:13]1[CH:14]=[C:15]([NH:21][C:22](=[O:34])[C:23]3[CH:28]=[CH:27][CH:26]=[C:25]([C:29]([C:32]#[N:33])([CH3:31])[CH3:30])[CH:24]=3)[CH:16]=[CH:17][C:18]=1[O:19][CH3:20])[N:10]=2, predict the reactants needed to synthesize it.